From a dataset of Peptide-MHC class II binding affinity with 134,281 pairs from IEDB. Regression. Given a peptide amino acid sequence and an MHC pseudo amino acid sequence, predict their binding affinity value. This is MHC class II binding data. (1) The peptide sequence is EKPMNVQSLGWNIIT. The MHC is DRB1_0301 with pseudo-sequence DRB1_0301. The binding affinity (normalized) is 0.386. (2) The peptide sequence is EKKYFANTQFEPLAA. The MHC is HLA-DQA10501-DQB10201 with pseudo-sequence HLA-DQA10501-DQB10201. The binding affinity (normalized) is 0.353. (3) The peptide sequence is VFNYETETTSVIPAA. The MHC is DRB1_0405 with pseudo-sequence DRB1_0405. The binding affinity (normalized) is 0.363. (4) The peptide sequence is AAKEDFLGCLVKEIP. The MHC is DRB3_0101 with pseudo-sequence DRB3_0101. The binding affinity (normalized) is 0.398. (5) The peptide sequence is FGHDGTVWAQSADFP. The MHC is HLA-DQA10301-DQB10302 with pseudo-sequence HLA-DQA10301-DQB10302. The binding affinity (normalized) is 0.415. (6) The peptide sequence is RNPYENILYKVCLSG. The MHC is DRB1_0101 with pseudo-sequence DRB1_0101. The binding affinity (normalized) is 0.301.